Dataset: Forward reaction prediction with 1.9M reactions from USPTO patents (1976-2016). Task: Predict the product of the given reaction. (1) Given the reactants [C:1]([CH2:3][CH2:4][NH:5][C:6](=O)[CH2:7][O:8][C:9]([CH2:16][CH3:17])([CH2:14][CH3:15])[C:10]([O:12][CH3:13])=[O:11])#[N:2].[N-:19]=[N+:20]=[N-:21].[Na+].FC(F)(F)S(OS(C(F)(F)F)(=O)=O)(=O)=O.C(=O)(O)[O-].[Na+], predict the reaction product. The product is: [C:1]([CH2:3][CH2:4][N:5]1[C:6]([CH2:7][O:8][C:9]([CH2:16][CH3:17])([CH2:14][CH3:15])[C:10]([O:12][CH3:13])=[O:11])=[N:21][N:20]=[N:19]1)#[N:2]. (2) Given the reactants [NH2:1][C:2](=[O:31])[CH2:3][N:4]1[C:8]2=[N:9][CH:10]=[C:11]([C:13]3[C:21]4[C:16](=[CH:17][C:18]([F:22])=[CH:19][CH:20]=4)[N:15](C(OC(C)(C)C)=O)[CH:14]=3)[CH:12]=[C:7]2[O:6][C:5]1=[O:30].C(O)(C(F)(F)F)=O.CCN(CC)CC, predict the reaction product. The product is: [F:22][C:18]1[CH:17]=[C:16]2[C:21]([C:13]([C:11]3[CH:12]=[C:7]4[O:6][C:5](=[O:30])[N:4]([CH2:3][C:2]([NH2:1])=[O:31])[C:8]4=[N:9][CH:10]=3)=[CH:14][NH:15]2)=[CH:20][CH:19]=1.